From a dataset of Reaction yield outcomes from USPTO patents with 853,638 reactions. Predict the reaction yield, written as a fraction of the theoretical maximum amount of product (1.0 means a 100% yield; for example, 0.34 means a 34% yield). (1) The yield is 0.960. The catalyst is CO. The reactants are [Br:1][C:2]1[CH:7]=[CH:6][C:5]([CH2:8]Br)=[CH:4][CH:3]=1.[CH3:10][O-:11].[Na+]. The product is [CH3:10][O:11][CH2:8][C:5]1[CH:6]=[CH:7][C:2]([Br:1])=[CH:3][CH:4]=1. (2) The reactants are Br[C:2]1[CH:3]=[CH:4][C:5]2[CH2:12][CH2:11][O:10][CH2:9][CH2:8][N:7]([C:13]3[CH:18]=[C:17]([CH3:19])[C:16]4[O:20][CH2:21][O:22][C:15]=4[CH:14]=3)[C:6]=2[CH:23]=1.[CH3:24][N:25](C=O)C. The catalyst is O.[Zn].[C-]#N.[C-]#N.[Zn+2].[Zn](OC(C)=O)OC(C)=O.C1(P(C2C=CC=CC=2)[C-]2C=CC=C2)C=CC=CC=1.[C-]1(P(C2C=CC=CC=2)C2C=CC=CC=2)C=CC=C1.[Fe+2].C1C=CC(/C=C/C(/C=C/C2C=CC=CC=2)=O)=CC=1.C1C=CC(/C=C/C(/C=C/C2C=CC=CC=2)=O)=CC=1.C1C=CC(/C=C/C(/C=C/C2C=CC=CC=2)=O)=CC=1.[Pd].[Pd]. The product is [C:24]([C:2]1[CH:3]=[CH:4][C:5]2[CH2:12][CH2:11][O:10][CH2:9][CH2:8][N:7]([C:13]3[CH:18]=[C:17]([CH3:19])[C:16]4[O:20][CH2:21][O:22][C:15]=4[CH:14]=3)[C:6]=2[CH:23]=1)#[N:25]. The yield is 0.270. (3) The reactants are Cl[C:2]1[C:30]([CH3:31])=[CH:29][C:5]2[N:6]=[C:7]3[C:12]([N:13]([CH2:14][CH2:15][CH2:16][CH2:17][CH2:18][CH2:19][C:20]([O:22][C:23]([CH3:26])([CH3:25])[CH3:24])=[O:21])[C:4]=2[CH:3]=1)=[N:11][C:10](=[O:27])[NH:9][C:8]3=[O:28].[CH3:32][NH:33][CH:34]1[CH2:38][CH2:37][CH2:36][CH2:35]1. The catalyst is CS(C)=O. The product is [CH:34]1([N:33]([CH3:32])[C:2]2[C:30]([CH3:31])=[CH:29][C:5]3[N:6]=[C:7]4[C:12]([N:13]([CH2:14][CH2:15][CH2:16][CH2:17][CH2:18][CH2:19][C:20]([O:22][C:23]([CH3:26])([CH3:25])[CH3:24])=[O:21])[C:4]=3[CH:3]=2)=[N:11][C:10](=[O:27])[NH:9][C:8]4=[O:28])[CH2:38][CH2:37][CH2:36][CH2:35]1. The yield is 0.200. (4) The reactants are [CH:1]1[C:10]2[C:5](=[CH:6][CH:7]=[CH:8][CH:9]=2)[CH:4]=[CH:3][C:2]=1[CH2:11][C:12]#[N:13].[C:14]([O:18][CH3:19])(=[O:17])[CH:15]=[CH2:16]. The catalyst is CC(O)(C)C.CC(O)(C)C.CO. The product is [C:12]([C:11]([C:2]1[CH:3]=[CH:4][C:5]2[C:10](=[CH:9][CH:8]=[CH:7][CH:6]=2)[CH:1]=1)([CH2:16][CH2:15][C:14]([O:18][CH3:19])=[O:17])[CH2:15][C:14]([O:18][CH3:19])=[O:17])#[N:13]. The yield is 0.820. (5) The reactants are [CH3:1][C:2]1[CH:7]=[CH:6][C:5]([C:8](=[O:10])[CH3:9])=[CH:4][CH:3]=1.C[O-].[Na+].[F:14][C:15]([F:22])([F:21])[C:16](OCC)=[O:17]. The catalyst is CO. The product is [CH3:1][C:2]1[CH:7]=[CH:6][C:5]([C:8](=[O:10])[CH2:9][C:16](=[O:17])[C:15]([F:22])([F:21])[F:14])=[CH:4][CH:3]=1. The yield is 0.940. (6) The reactants are CC1(C)C2CCC1(CS(O)(=O)=O)C(=O)C2.C(O[C:19]([C@H:21]1[C@@H:26]([NH2:27])[C@@H:25]2[CH2:28][C@H:22]1[CH2:23][CH2:24]2)=[O:20])C.[F:29][C:30]([F:47])([F:46])[C:31]1([CH2:34]OS(C2C=CC(C)=CC=2)(=O)=O)[CH2:33][CH2:32]1.C(N(CC)CC)C.[I-].[K+].[CH3:57][S:58]([NH:61][CH2:62][C:63]1[C:71]2[S:70](=[O:73])(=[O:72])[N:69]=[C:68]([CH2:74][C:75](O)=[O:76])[NH:67][C:66]=2[S:65][CH:64]=1)(=[O:60])=[O:59].Cl.CN(C)CCCN=C=NCC. The catalyst is CN(C)C=O. The product is [OH:20][C:19]1[C@H:21]2[C@H:26]([C@H:25]3[CH2:28][C@@H:22]2[CH2:23][CH2:24]3)[N:27]([CH2:34][C:31]2([C:30]([F:29])([F:46])[F:47])[CH2:32][CH2:33]2)[C:75](=[O:76])[C:74]=1[C:68]1[NH:67][C:66]2[S:65][CH:64]=[C:63]([CH2:62][NH:61][S:58]([CH3:57])(=[O:59])=[O:60])[C:71]=2[S:70](=[O:73])(=[O:72])[N:69]=1. The yield is 0.0140. (7) The reactants are [CH:1]([O:3][CH2:4][CH3:5])=[CH2:2].C12(CS(O)(=O)=O)C(C)(C)C(CC1)CC2=O.[Cl:21][C:22]1[CH:27]=[CH:26][N:25]=[C:24]2[NH:28][N:29]=[C:30]([CH2:31][CH3:32])[C:23]=12.C(=O)(O)[O-].[Na+]. The catalyst is C1COCC1.C(OCC)(=O)C. The product is [Cl:21][C:22]1[CH:27]=[CH:26][N:25]=[C:24]2[N:28]([CH:1]([O:3][CH2:4][CH3:5])[CH3:2])[N:29]=[C:30]([CH2:31][CH3:32])[C:23]=12. The yield is 0.910.